Dataset: Reaction yield outcomes from USPTO patents with 853,638 reactions. Task: Predict the reaction yield, written as a fraction of the theoretical maximum amount of product (1.0 means a 100% yield; for example, 0.34 means a 34% yield). (1) The reactants are Cl[CH2:2][CH2:3][CH2:4][N:5]1[C:14]2[C:9](=[CH:10][CH:11]=[CH:12][CH:13]=2)[CH2:8][CH2:7][C:6]1=[O:15].[CH2:16]([O:19][CH:20]1[CH2:25][CH2:24][NH:23][CH2:22][CH2:21]1)[CH2:17][CH3:18].C(=O)([O-])[O-].[K+].[K+].[I-].[Na+]. The catalyst is CC#N. The product is [CH2:16]([O:19][CH:20]1[CH2:25][CH2:24][N:23]([CH2:2][CH2:3][CH2:4][N:5]2[C:14]3[C:9](=[CH:10][CH:11]=[CH:12][CH:13]=3)[CH2:8][CH2:7][C:6]2=[O:15])[CH2:22][CH2:21]1)[CH2:17][CH3:18]. The yield is 0.0300. (2) The reactants are [N+:1]([C:4]1[CH:5]=[C:6]2[CH:12]=[CH:11][NH:10][C:7]2=[N:8][CH:9]=1)([O-:3])=[O:2].C(=O)([O-])[O-].[K+].[K+].Br[CH2:20][C:21]([O:23][C:24]1[CH:29]=[CH:28][CH:27]=[CH:26][CH:25]=1)=[O:22]. The catalyst is CN(C=O)C.C(Cl)Cl. The product is [N+:1]([C:4]1[CH:5]=[C:6]2[CH:12]=[CH:11][N:10]([CH2:20][C:21]([O:23][C:24]3[CH:29]=[CH:28][CH:27]=[CH:26][CH:25]=3)=[O:22])[C:7]2=[N:8][CH:9]=1)([O-:3])=[O:2]. The yield is 0.130.